Dataset: Forward reaction prediction with 1.9M reactions from USPTO patents (1976-2016). Task: Predict the product of the given reaction. Given the reactants [S:1]1[CH:5]=[CH:4][CH:3]=[C:2]1[C:6]1[S:7][CH:8]=[CH:9][C:10]=1[C:11]1[S:12][CH:13]=[CH:14][C:15]=1[C:16]1[S:17][CH:18]=[CH:19][CH:20]=1.[H][H].C(Cl)(Cl)[Cl:24], predict the reaction product. The product is: [Cl:24][C:2]1([C:6]2[S:7][CH:8]=[CH:9][C:10]=2[C:11]2[S:12][CH:13]=[CH:14][C:15]=2[C:16]2[S:17][CH:18]=[CH:19][CH:20]=2)[CH2:3][CH:4]=[CH:5][S:1]1.